Dataset: Catalyst prediction with 721,799 reactions and 888 catalyst types from USPTO. Task: Predict which catalyst facilitates the given reaction. (1) Reactant: [CH3:1][O:2][C:3]([C@H:5]1[CH2:10][CH2:9][CH2:8][C:7](=[O:11])[N:6]1[C:12]([O:14][C:15]([CH3:18])([CH3:17])[CH3:16])=[O:13])=[O:4].[F:19][C:20]1[CH:21]=[C:22]([Mg]Br)[CH:23]=[C:24]([F:27])[C:25]=1[F:26].[Cl-].[NH4+].C(OCC)(=O)C. Product: [C:15]([O:14][C:12]([NH:6][C@H:5]([CH2:10][CH2:9][CH2:8][C:7](=[O:11])[C:22]1[CH:21]=[C:20]([F:19])[C:25]([F:26])=[C:24]([F:27])[CH:23]=1)[C:3]([O:2][CH3:1])=[O:4])=[O:13])([CH3:18])([CH3:17])[CH3:16]. The catalyst class is: 1. (2) Reactant: [CH2:1]([N:8]([CH2:20][CH2:21][OH:22])[C:9](=[O:19])[C:10]1[C:15]([F:16])=[CH:14][CH:13]=[C:12]([Br:17])[C:11]=1F)[C:2]1[CH:7]=[CH:6][CH:5]=[CH:4][CH:3]=1.[H-].[Na+]. Product: [CH2:1]([N:8]1[C:9](=[O:19])[C:10]2[C:15]([F:16])=[CH:14][CH:13]=[C:12]([Br:17])[C:11]=2[O:22][CH2:21][CH2:20]1)[C:2]1[CH:7]=[CH:6][CH:5]=[CH:4][CH:3]=1. The catalyst class is: 9.